This data is from NCI-60 drug combinations with 297,098 pairs across 59 cell lines. The task is: Regression. Given two drug SMILES strings and cell line genomic features, predict the synergy score measuring deviation from expected non-interaction effect. (1) Drug 1: C1=NC2=C(N1)C(=S)N=C(N2)N. Drug 2: C1CC(C1)(C(=O)O)C(=O)O.[NH2-].[NH2-].[Pt+2]. Cell line: SF-539. Synergy scores: CSS=28.9, Synergy_ZIP=-12.8, Synergy_Bliss=-11.4, Synergy_Loewe=-6.74, Synergy_HSA=-5.58. (2) Drug 1: C1CC(=O)NC(=O)C1N2CC3=C(C2=O)C=CC=C3N. Drug 2: CC(CN1CC(=O)NC(=O)C1)N2CC(=O)NC(=O)C2. Cell line: NCIH23. Synergy scores: CSS=8.36, Synergy_ZIP=-6.85, Synergy_Bliss=-4.50, Synergy_Loewe=-7.15, Synergy_HSA=-3.10. (3) Drug 1: CC1=C2C(C(=O)C3(C(CC4C(C3C(C(C2(C)C)(CC1OC(=O)C(C(C5=CC=CC=C5)NC(=O)OC(C)(C)C)O)O)OC(=O)C6=CC=CC=C6)(CO4)OC(=O)C)O)C)O. Drug 2: CC12CCC3C(C1CCC2OP(=O)(O)O)CCC4=C3C=CC(=C4)OC(=O)N(CCCl)CCCl.[Na+]. Cell line: NCI/ADR-RES. Synergy scores: CSS=3.67, Synergy_ZIP=-0.204, Synergy_Bliss=2.66, Synergy_Loewe=3.41, Synergy_HSA=1.12. (4) Drug 1: C1CC(=O)NC(=O)C1N2CC3=C(C2=O)C=CC=C3N. Drug 2: COC1=C(C=C2C(=C1)N=CN=C2NC3=CC(=C(C=C3)F)Cl)OCCCN4CCOCC4. Cell line: U251. Synergy scores: CSS=9.60, Synergy_ZIP=-7.05, Synergy_Bliss=-7.85, Synergy_Loewe=-7.82, Synergy_HSA=-2.82. (5) Drug 1: CN(C)N=NC1=C(NC=N1)C(=O)N. Drug 2: COCCOC1=C(C=C2C(=C1)C(=NC=N2)NC3=CC=CC(=C3)C#C)OCCOC.Cl. Cell line: SR. Synergy scores: CSS=5.05, Synergy_ZIP=1.09, Synergy_Bliss=3.71, Synergy_Loewe=3.18, Synergy_HSA=3.58. (6) Drug 1: C1CCC(C1)C(CC#N)N2C=C(C=N2)C3=C4C=CNC4=NC=N3. Drug 2: CC1=C(C(=CC=C1)Cl)NC(=O)C2=CN=C(S2)NC3=CC(=NC(=N3)C)N4CCN(CC4)CCO. Cell line: CCRF-CEM. Synergy scores: CSS=-7.31, Synergy_ZIP=0.627, Synergy_Bliss=-8.49, Synergy_Loewe=-11.6, Synergy_HSA=-11.0. (7) Drug 1: CC1C(C(CC(O1)OC2CC(CC3=C2C(=C4C(=C3O)C(=O)C5=C(C4=O)C(=CC=C5)OC)O)(C(=O)C)O)N)O.Cl. Drug 2: CN(C)N=NC1=C(NC=N1)C(=O)N. Cell line: OVCAR-8. Synergy scores: CSS=9.16, Synergy_ZIP=-6.90, Synergy_Bliss=-8.07, Synergy_Loewe=-32.5, Synergy_HSA=-10.5. (8) Drug 1: CC1=C(C=C(C=C1)NC2=NC=CC(=N2)N(C)C3=CC4=NN(C(=C4C=C3)C)C)S(=O)(=O)N.Cl. Drug 2: C#CCC(CC1=CN=C2C(=N1)C(=NC(=N2)N)N)C3=CC=C(C=C3)C(=O)NC(CCC(=O)O)C(=O)O. Cell line: HOP-62. Synergy scores: CSS=3.20, Synergy_ZIP=-1.26, Synergy_Bliss=-0.491, Synergy_Loewe=1.10, Synergy_HSA=0.0570. (9) Drug 1: CC=C1C(=O)NC(C(=O)OC2CC(=O)NC(C(=O)NC(CSSCCC=C2)C(=O)N1)C(C)C)C(C)C. Drug 2: CC12CCC3C(C1CCC2O)C(CC4=C3C=CC(=C4)O)CCCCCCCCCS(=O)CCCC(C(F)(F)F)(F)F. Cell line: LOX IMVI. Synergy scores: CSS=20.9, Synergy_ZIP=3.70, Synergy_Bliss=7.58, Synergy_Loewe=-36.3, Synergy_HSA=6.08. (10) Drug 1: C1CCN(CC1)CCOC2=CC=C(C=C2)C(=O)C3=C(SC4=C3C=CC(=C4)O)C5=CC=C(C=C5)O. Drug 2: CC1CCC2CC(C(=CC=CC=CC(CC(C(=O)C(C(C(=CC(C(=O)CC(OC(=O)C3CCCCN3C(=O)C(=O)C1(O2)O)C(C)CC4CCC(C(C4)OC)O)C)C)O)OC)C)C)C)OC. Cell line: HL-60(TB). Synergy scores: CSS=11.1, Synergy_ZIP=4.09, Synergy_Bliss=7.64, Synergy_Loewe=-15.8, Synergy_HSA=-5.17.